Dataset: Acute oral toxicity (LD50) regression data from Zhu et al.. Task: Regression/Classification. Given a drug SMILES string, predict its toxicity properties. Task type varies by dataset: regression for continuous values (e.g., LD50, hERG inhibition percentage) or binary classification for toxic/non-toxic outcomes (e.g., AMES mutagenicity, cardiotoxicity, hepatotoxicity). Dataset: ld50_zhu. The drug is Nc1ccccc1[N+](=O)[O-]. The rat oral LD50 is 1.94, given as -log10 of the dose in mol/kg body weight (higher means more acutely toxic).